Dataset: TCR-epitope binding with 47,182 pairs between 192 epitopes and 23,139 TCRs. Task: Binary Classification. Given a T-cell receptor sequence (or CDR3 region) and an epitope sequence, predict whether binding occurs between them. The epitope is VTIAEILLI. The TCR CDR3 sequence is CASSLAGGSYEQYF. Result: 1 (the TCR binds to the epitope).